From a dataset of Catalyst prediction with 721,799 reactions and 888 catalyst types from USPTO. Predict which catalyst facilitates the given reaction. (1) Reactant: Cl[C:2]1[CH:7]=[C:6]([NH2:8])[CH:5]=[C:4]([Cl:9])[N:3]=1.[H-].[Na+].[CH3:12][N:13]1[CH2:18][CH2:17][CH:16]([OH:19])[CH2:15][CH2:14]1.C1(C)C=CC=CC=1. The catalyst class is: 6. Product: [Cl:9][C:4]1[CH:5]=[C:6]([NH2:8])[CH:7]=[C:2]([O:19][CH:16]2[CH2:17][CH2:18][N:13]([CH3:12])[CH2:14][CH2:15]2)[N:3]=1. (2) Reactant: [NH2:1][C:2]1[C:7]([Br:8])=[CH:6][C:5]([F:9])=[CH:4][C:3]=1[SH:10].CN1C(=O)[CH2:15][CH2:14][CH2:13]1.C(Cl)(=O)CC. Product: [Br:8][C:7]1[C:2]2[N:1]=[C:13]([CH2:14][CH3:15])[S:10][C:3]=2[CH:4]=[C:5]([F:9])[CH:6]=1. The catalyst class is: 13. (3) Reactant: [CH2:1]([O:8][C:9]1[CH:17]=[CH:16][C:12]([C:13]([OH:15])=[O:14])=[CH:11][CH:10]=1)[C:2]1[CH:7]=[CH:6][CH:5]=[CH:4][CH:3]=1.[CH2:18]([O:24][C:25]1[CH:30]=[CH:29][C:28](O)=[CH:27][CH:26]=1)[CH2:19][CH2:20][CH2:21][CH2:22][CH3:23].C1(N=C=NC2CCCCC2)CCCCC1.O. Product: [CH2:1]([O:8][C:9]1[CH:10]=[CH:11][C:12]([C:13]([O:15][C:28]2[CH:29]=[CH:30][C:25]([O:24][CH2:18][CH2:19][CH2:20][CH2:21][CH2:22][CH3:23])=[CH:26][CH:27]=2)=[O:14])=[CH:16][CH:17]=1)[C:2]1[CH:3]=[CH:4][CH:5]=[CH:6][CH:7]=1. The catalyst class is: 143. (4) Reactant: NC1(C2C=CC(C3C(=O)C4C(=CC=C(F)C=4)OC=3C3C=CC=CC=3)=CC=2)CCC1.C(OC(=O)[NH:36][C:37]1([C:41]2[CH:46]=[CH:45][C:44]([C:47]3[C:48](=[O:68])[C:49]4[C:50]([O:60][C:61]=3[C:62]3[CH:67]=[CH:66][CH:65]=[CH:64][CH:63]=3)=[C:51]([C:55]3[CH:56]=[N:57][NH:58][CH:59]=3)[N:52]=[CH:53][CH:54]=4)=[CH:43][CH:42]=2)[CH2:40][CH2:39][CH2:38]1)(C)(C)C.C(O)(C(F)(F)F)=O.[ClH:77]. Product: [ClH:77].[NH2:36][C:37]1([C:41]2[CH:42]=[CH:43][C:44]([C:47]3[C:48](=[O:68])[C:49]4[C:50]([O:60][C:61]=3[C:62]3[CH:63]=[CH:64][CH:65]=[CH:66][CH:67]=3)=[C:51]([C:55]3[CH:56]=[N:57][NH:58][CH:59]=3)[N:52]=[CH:53][CH:54]=4)=[CH:45][CH:46]=2)[CH2:40][CH2:39][CH2:38]1. The catalyst class is: 24. (5) The catalyst class is: 3. Product: [N:16]([CH2:2][C:3]1[N:4]=[N:5][C:6]([C:9]2[CH:14]=[CH:13][CH:12]=[CH:11][C:10]=2[Cl:15])=[CH:7][CH:8]=1)=[N+:17]=[N-:18]. Reactant: Cl[CH2:2][C:3]1[N:4]=[N:5][C:6]([C:9]2[CH:14]=[CH:13][CH:12]=[CH:11][C:10]=2[Cl:15])=[CH:7][CH:8]=1.[N-:16]=[N+:17]=[N-:18].[Na+].O. (6) Reactant: [C:1]([NH:4][C:5]1[CH:10]=[CH:9][C:8]([OH:11])=[CH:7][CH:6]=1)(=[O:3])[CH3:2].[CH3:12][O:13][C:14]([C:16]1[CH:21]=[CH:20][C:19](B(O)O)=[CH:18][CH:17]=1)=[O:15]. Product: [C:1]([NH:4][C:5]1[CH:10]=[CH:9][C:8]([O:11][C:19]2[CH:20]=[CH:21][C:16]([C:14]([O:13][CH3:12])=[O:15])=[CH:17][CH:18]=2)=[CH:7][CH:6]=1)(=[O:3])[CH3:2]. The catalyst class is: 302. (7) Reactant: C1C2C(COC([N:18]3[CH2:23][C@@H:22]([C:24](=[O:44])[N:25]([CH2:42][CH3:43])[C:26]4[CH:27]=[CH:28][C:29]5[O:34][CH2:33][C:32](=[O:35])[N:31]([CH2:36][CH2:37][CH2:38][O:39][CH3:40])[C:30]=5[CH:41]=4)[CH2:21][C@@H:20]([NH2:45])[CH2:19]3)=O)C3C(=CC=CC=3)C=2C=CC=1.FC(F)(F)C([O-])=O.[C:53](Cl)(=[O:58])[C:54]([CH3:57])([CH3:56])[CH3:55]. Product: [CH2:42]([N:25]([C:26]1[CH:27]=[CH:28][C:29]2[O:34][CH2:33][C:32](=[O:35])[N:31]([CH2:36][CH2:37][CH2:38][O:39][CH3:40])[C:30]=2[CH:41]=1)[C:24]([C@H:22]1[CH2:21][C@@H:20]([NH:45][C:53](=[O:58])[C:54]([CH3:57])([CH3:56])[CH3:55])[CH2:19][NH:18][CH2:23]1)=[O:44])[CH3:43]. The catalyst class is: 23. (8) Reactant: [Cl:1][C:2]1[CH:3]=[CH:4][C:5]2[O:9][C:8](S)=[N:7][C:6]=2[CH:11]=1.[NH2:12][CH:13]1[CH2:18][CH2:17][N:16]([C:19]([O:21][CH2:22][CH3:23])=[O:20])[CH2:15][CH2:14]1.[Cl-].[Na+]. Product: [CH2:22]([O:21][C:19]([N:16]1[CH2:15][CH2:14][CH:13]([NH:12][C:8]2[O:9][C:5]3[CH:4]=[CH:3][C:2]([Cl:1])=[CH:11][C:6]=3[N:7]=2)[CH2:18][CH2:17]1)=[O:20])[CH3:23]. The catalyst class is: 44.